Dataset: Peptide-MHC class II binding affinity with 134,281 pairs from IEDB. Task: Regression. Given a peptide amino acid sequence and an MHC pseudo amino acid sequence, predict their binding affinity value. This is MHC class II binding data. (1) The peptide sequence is AAATAGTTVSGAFAA. The MHC is HLA-DQA10102-DQB10602 with pseudo-sequence HLA-DQA10102-DQB10602. The binding affinity (normalized) is 0.629. (2) The peptide sequence is EAIIRILQQLLFIHF. The MHC is DRB1_0802 with pseudo-sequence DRB1_0802. The binding affinity (normalized) is 0.418. (3) The peptide sequence is RSPISNMVSMANNHM. The MHC is DRB3_0202 with pseudo-sequence DRB3_0202. The binding affinity (normalized) is 0.302. (4) The binding affinity (normalized) is 0.487. The MHC is DRB3_0202 with pseudo-sequence DRB3_0202. The peptide sequence is ISEWQPSKGWNDWEN. (5) The peptide sequence is AFKVAATAENAAPAN. The MHC is HLA-DPA10201-DPB11401 with pseudo-sequence HLA-DPA10201-DPB11401. The binding affinity (normalized) is 0.762. (6) The peptide sequence is SINYRTEIDKPSQHH. The MHC is DRB1_0101 with pseudo-sequence DRB1_0101. The binding affinity (normalized) is 0.267. (7) The peptide sequence is QKLMEDINVGFKAAV. The MHC is DRB1_0401 with pseudo-sequence DRB1_0401. The binding affinity (normalized) is 0.569.